This data is from Rat liver microsome stability data. The task is: Regression/Classification. Given a drug SMILES string, predict its absorption, distribution, metabolism, or excretion properties. Task type varies by dataset: regression for continuous measurements (e.g., permeability, clearance, half-life) or binary classification for categorical outcomes (e.g., BBB penetration, CYP inhibition). Dataset: rlm. (1) The result is 1 (stable in rat liver microsomes). The molecule is Cc1nc2ccc(NC(=O)c3cc(S(=O)(=O)N(C)c4ccccc4)ccc3Cl)cc2s1. (2) The molecule is C=CC(=O)NCc1coc(-c2c(N)ncnc2Nc2ccc(Oc3ccccn3)c(Cl)c2)n1. The result is 1 (stable in rat liver microsomes). (3) The compound is CCCS(=O)(=O)Oc1ccc(S(=O)(=O)CC2CS2)cc1. The result is 1 (stable in rat liver microsomes).